Binary Classification. Given a miRNA mature sequence and a target amino acid sequence, predict their likelihood of interaction. From a dataset of Experimentally validated miRNA-target interactions with 360,000+ pairs, plus equal number of negative samples. (1) The miRNA is hsa-miR-548as-3p with sequence UAAAACCCACAAUUAUGUUUGU. The protein sequence of the target gene is MMQSATVPAEGAVKGLPEMLGVPMQQIPQCAGCNQHILDKFILKVLDRHWHSSCLKCADCQMQLADRCFSRAGSVYCKEDFFKRFGTKCTACQQGIPPTQVVRKAQDFVYHLHCFACIICNRQLATGDEFYLMEDGRLVCKEDYETAKQNDDSEAGAKRPRTTITAKQLETLKNAYKNSPKPARHVREQLSSETGLDMRVVQVWFQNRRAKEKRLKKDAGRHRWGQFYKSVKRSRGSSKQEKESSAEDCGVSDSELSFREDQILSELGHTNRIYGNVGDVTGGQLMNGSFSMDGTGQSYQ.... Result: 1 (interaction). (2) The miRNA is hsa-miR-337-3p with sequence CUCCUAUAUGAUGCCUUUCUUC. The protein sequence of the target gene is MGRRPRGPGSPRGPGPPRPGPGLPPLLLVLALAAHGGCAAPAPRAEDLSLGVEWLSRFGYLPPADPASGQLQTQEELSKAITAMQQFGGLETTGILDEATLALMKTPRCSLPDLPPGAQSRRKRQTPPPTKWSKRNLSWRVRTFPRDSPLGRDTVRALMYYALKVWSDITPLNFHEVAGNAADIQIDFSKADHNDGYPFDGPGGTVAHAFFPGDHHTAGDTHFDDDEPWTFRSSDAHGMDLFAVAVHEFGHAIGLSHVAAPSSIMQPYYQGPVGDPLRYGLPYEDRVRVWQLYGVRESVS.... Result: 0 (no interaction). (3) The miRNA is hsa-miR-548b-5p with sequence AAAAGUAAUUGUGGUUUUGGCC. The protein sequence of the target gene is MAKTYDYLFKLLLIGDSGVGKTCLLFRFSEDAFNTTFISTIGIDFKIRTIELDGKKIKLQIWDTAGQERFRTITTAYYRGAMGIMLVYDITNEKSFDNIKNWIRNIEEHASSDVERMILGNKCDMNDKRQVSKERGEKLAIDYGIKFLETSAKSSANVEEAFFTLARDIMTKLNRKMNDSNSAGAGGPVKITENRSKKTSFFRCSLL. Result: 1 (interaction). (4) The miRNA is gga-miR-1764-3p with sequence AGCUGCUUGUUGGCUGGGGAG. The protein sequence of the target gene is MVFAHRMDNSKPHLIIPTLLVPLQNRSCTETATPLPSQYLMELSEEHSWMSNQTDLHYVLKPGEVATASIFFGILWLFSIFGNSLVCLVIHRSRRTQSTTNYFVVSMACADLLISVASTPFVLLQFTTGRWTLGSATCKVVRYFQYLTPGVQIYVLLSICIDRFYTIVYPLSFKVSREKAKKMIAASWVFDAGFVTPVLFFYGSNWDSHCNYFLPSSWEGTAYTVIHFLVGFVIPSVLIILFYQKVIKYIWRIGTDGRTVRRTMNIVPRTKVKTIKMFLILNLLFLLSWLPFHVAQLWHP.... Result: 0 (no interaction). (5) The miRNA is hsa-miR-4728-5p with sequence UGGGAGGGGAGAGGCAGCAAGCA. The protein sequence of the target gene is MEQKPSKVECGSDPEENSARSPDGKRKRKNGQCSLKTSMSGYIPSYLDKDEQCVVCGDKATGYHYRCITCEGCKGFFRRTIQKNLHPTYSCKYDSCCVIDKITRNQCQLCRFKKCIAVGMAMDLVLDDSKRVAKRKLIEQNRERRRKEEMIRSLQQRPEPTPEEWDLIHIATEAHRSTNAQGSHWKQRRKFLPDDIGQSPIVSMPDGDKVDLEAFSEFTKIITPAITRVVDFAKKLPMFSELPCEDQIILLKGCCMEIMSLRAAVRYDPESDTLTLSGEMAVKREQLKNGGLGVVSDAIF.... Result: 1 (interaction). (6) Result: 0 (no interaction). The protein sequence of the target gene is MLPAALLRRPGLGRLVRHARAYAEAAAAPAAASGPNQMSFTFASPTQVFFNGANVRQVDVPTLTGAFGILAAHVPTLQVLRPGLVVVHAEDGTTSKYFVSSGSIAVNADSSVQLLAEEAVTLDMLDLGAAKANLEKAQAELVGTADEATRAEIQIRIEANEALVKALE. The miRNA is hsa-miR-21-5p with sequence UAGCUUAUCAGACUGAUGUUGA. (7) The miRNA is rno-miR-9a-5p with sequence UCUUUGGUUAUCUAGCUGUAUGA. The protein sequence of the target gene is MTTEIGWWKLTFLRKKKSTPKVLYEIPDTYAQTEGDAEPPRPDAGGPNSDFNTRLEKIVDKSTKGKHVKVSNSGRFKEKKKVRATLAENPNLFDDHEEGRSSK. Result: 0 (no interaction).